Dataset: CYP3A4 inhibition data for predicting drug metabolism from PubChem BioAssay. Task: Regression/Classification. Given a drug SMILES string, predict its absorption, distribution, metabolism, or excretion properties. Task type varies by dataset: regression for continuous measurements (e.g., permeability, clearance, half-life) or binary classification for categorical outcomes (e.g., BBB penetration, CYP inhibition). Dataset: cyp3a4_veith. (1) The molecule is COc1ccc(S(=O)(=O)NC(CC(=O)NC2CCCC2)c2ccco2)cc1. The result is 1 (inhibitor). (2) The drug is Nc1ccc(S(=O)(=O)[N-]c2cnc3ccccc3n2)cc1.[Na+]. The result is 0 (non-inhibitor). (3) The drug is N#Cc1c(NC(=O)CCC(=O)O)ccc2ccccc12. The result is 0 (non-inhibitor). (4) The molecule is C[C@@](N)(Cc1c[nH]c2ccccc12)C(=O)O. The result is 0 (non-inhibitor). (5) The drug is COC(=O)C(C(=O)OC)C(C[N+](=O)[O-])c1ccc(OC)c(OC)c1. The result is 0 (non-inhibitor). (6) The drug is CC(C)(C)n1nc(-c2ccc(Cl)cc2)c2c(N)ncnc21. The result is 0 (non-inhibitor). (7) The compound is CCOc1ccc(/C=N/n2c(SC)nnc2-c2ccccc2)cc1OCC. The result is 0 (non-inhibitor). (8) The compound is CC1CCN(C(=O)C(NS(=O)(=O)c2cccc3nsnc23)c2ccccc2)CC1. The result is 1 (inhibitor). (9) The molecule is COc1ccc(N(CC(=O)NN=C2CCCC2)S(=O)(=O)c2ccccc2)cc1. The result is 1 (inhibitor). (10) The drug is NCC[C@H](N)C(=O)O. The result is 0 (non-inhibitor).